This data is from Forward reaction prediction with 1.9M reactions from USPTO patents (1976-2016). The task is: Predict the product of the given reaction. Given the reactants [N:1]1[CH:6]=[CH:5][CH:4]=[CH:3][C:2]=1[C:7]1[C:8]([CH:17]([NH:19]C(=O)OC(C)(C)C)[CH3:18])=[N:9][C:10]2[C:15]([CH:16]=1)=[CH:14][CH:13]=[CH:12][N:11]=2.C(O)(C(F)(F)F)=O, predict the reaction product. The product is: [N:1]1[CH:6]=[CH:5][CH:4]=[CH:3][C:2]=1[C:7]1[C:8]([CH:17]([NH2:19])[CH3:18])=[N:9][C:10]2[C:15]([CH:16]=1)=[CH:14][CH:13]=[CH:12][N:11]=2.